This data is from Catalyst prediction with 721,799 reactions and 888 catalyst types from USPTO. The task is: Predict which catalyst facilitates the given reaction. (1) Reactant: [OH-:1].[K+].[Cl:3][C:4]1[C:9]([O:10][CH3:11])=[CH:8][C:7]([O:12][CH3:13])=[C:6]([Cl:14])[C:5]=1[C:15]1[C:24]2[N:23]=[CH:22][C:21]([CH2:25][N:26]3[CH2:31][CH2:30][N:29]([CH2:32][CH3:33])[CH2:28][CH2:27]3)=[N:20][C:19]=2[C:18]([C:34]#N)=[CH:17][CH:16]=1.ClC1C(OC)=CC(OC)=C(Cl)C=1C1C2N=C(CN3CCN(CC)CC3)C=NC=2C(C#N)=CC=1.[OH2:69]. Product: [Cl:14][C:6]1[C:7]([O:12][CH3:13])=[CH:8][C:9]([O:10][CH3:11])=[C:4]([Cl:3])[C:5]=1[C:15]1[C:24]2[N:23]=[CH:22][C:21]([CH2:25][N:26]3[CH2:31][CH2:30][N:29]([CH2:32][CH3:33])[CH2:28][CH2:27]3)=[N:20][C:19]=2[C:18]([C:34]([OH:69])=[O:1])=[CH:17][CH:16]=1. The catalyst class is: 196. (2) Reactant: CON(C)[C:4]([C:6]1[CH:11]=[CH:10][CH:9]=[C:8]([F:12])[C:7]=1[CH:13]1[CH2:18][CH2:17][N:16]([C:19]([O:21][C:22]([CH3:25])([CH3:24])[CH3:23])=[O:20])[CH2:15][CH2:14]1)=[O:5]. Product: [F:12][C:8]1[CH:9]=[CH:10][CH:11]=[C:6]([CH:4]=[O:5])[C:7]=1[CH:13]1[CH2:18][CH2:17][N:16]([C:19]([O:21][C:22]([CH3:25])([CH3:24])[CH3:23])=[O:20])[CH2:15][CH2:14]1. The catalyst class is: 1. (3) Reactant: [C:1]([C:5]1[CH:12]=[CH:11][C:8]([CH:9]=O)=[CH:7][CH:6]=1)([CH3:4])([CH3:3])[CH3:2].[C:13]1([NH:19][CH2:20][CH2:21][NH2:22])[CH:18]=[CH:17][CH:16]=[CH:15][CH:14]=1.[BH4-].[Na+].[NH:25]1[C:33]2[C:28](=[CH:29][CH:30]=[CH:31][C:32]=2[C:34](O)=[O:35])[CH:27]=[CH:26]1.CCN=C=NCCCN(C)C.Cl. Product: [C:1]([C:5]1[CH:12]=[CH:11][C:8]([CH2:9][N:22]([CH2:21][CH2:20][NH:19][C:13]2[CH:18]=[CH:17][CH:16]=[CH:15][CH:14]=2)[C:34]([C:32]2[CH:31]=[CH:30][CH:29]=[C:28]3[C:33]=2[NH:25][CH:26]=[CH:27]3)=[O:35])=[CH:7][CH:6]=1)([CH3:4])([CH3:3])[CH3:2]. The catalyst class is: 5.